From a dataset of Peptide-MHC class II binding affinity with 134,281 pairs from IEDB. Regression. Given a peptide amino acid sequence and an MHC pseudo amino acid sequence, predict their binding affinity value. This is MHC class II binding data. (1) The peptide sequence is ANWIEIMRIKKLTIT. The MHC is HLA-DQA10102-DQB10502 with pseudo-sequence HLA-DQA10102-DQB10502. The binding affinity (normalized) is 0. (2) The peptide sequence is AFMLAWNYGVPRVMS. The binding affinity (normalized) is 0.371. The MHC is DRB1_1201 with pseudo-sequence DRB1_1201.